Dataset: Full USPTO retrosynthesis dataset with 1.9M reactions from patents (1976-2016). Task: Predict the reactants needed to synthesize the given product. (1) The reactants are: CS([C:5]1[N:10]=[C:9]([C:11]2[CH:16]=[CH:15][C:14]([C:17]([F:20])([F:19])[F:18])=[CH:13][CH:12]=2)[CH:8]=[CH:7][N:6]=1)(=O)=O.C(N(CC)C(C)C)(C)C.[CH2:30]([NH:34][CH2:35][C:36]1[CH:48]=[CH:47][C:39]([O:40][CH2:41][C:42]([O:44][CH2:45][CH3:46])=[O:43])=[C:38]([CH3:49])[CH:37]=1)[CH2:31][CH2:32][CH3:33]. Given the product [CH2:30]([N:34]([CH2:35][C:36]1[CH:48]=[CH:47][C:39]([O:40][CH2:41][C:42]([O:44][CH2:45][CH3:46])=[O:43])=[C:38]([CH3:49])[CH:37]=1)[C:5]1[N:10]=[C:9]([C:11]2[CH:16]=[CH:15][C:14]([C:17]([F:20])([F:19])[F:18])=[CH:13][CH:12]=2)[CH:8]=[CH:7][N:6]=1)[CH2:31][CH2:32][CH3:33], predict the reactants needed to synthesize it. (2) Given the product [CH:43]([O:8][CH2:9][CH2:10][CH2:11][N:12]1[C:17](=[O:18])[C:16]2[C:19]([CH2:32][C:34]3[CH:39]=[CH:38][C:37]([Cl:40])=[CH:36][CH:35]=3)=[C:20]([C:23]3[CH:28]=[CH:27][CH:26]=[CH:25][C:24]=3[CH:29]([CH3:30])[CH3:31])[N:21]=[CH:22][C:15]=2[N:14]([CH3:41])[C:13]1=[O:42])=[O:44], predict the reactants needed to synthesize it. The reactants are: [Si]([O:8][CH2:9][CH2:10][CH2:11][N:12]1[C:17](=[O:18])[C:16]2[C:19]([CH:32]([C:34]3[CH:39]=[CH:38][C:37]([Cl:40])=[CH:36][CH:35]=3)O)=[C:20]([C:23]3[CH:28]=[CH:27][CH:26]=[CH:25][C:24]=3[CH:29]([CH3:31])[CH3:30])[N:21]=[CH:22][C:15]=2[N:14]([CH3:41])[C:13]1=[O:42])(C(C)(C)C)(C)C.[CH:43](O)=[O:44].